This data is from Reaction yield outcomes from USPTO patents with 853,638 reactions. The task is: Predict the reaction yield, written as a fraction of the theoretical maximum amount of product (1.0 means a 100% yield; for example, 0.34 means a 34% yield). (1) The reactants are [Cl:1][C:2]1[C:7]([O:8][CH3:9])=[CH:6][C:5]([O:10][CH3:11])=[C:4]([Cl:12])[C:3]=1[C:13]1[C:24](=[O:25])[NH:23][C:16]2[N:17]=[C:18]([S:21][CH3:22])[N:19]=[CH:20][C:15]=2[CH:14]=1.C(=O)([O-])[O-].[K+].[K+].I[CH2:33][CH2:34][C:35]1[CH:40]=[CH:39][C:38]([NH:41][C:42](=[O:48])[O:43][C:44]([CH3:47])([CH3:46])[CH3:45])=[CH:37][CH:36]=1. The catalyst is CC(C)=O. The product is [Cl:1][C:2]1[C:7]([O:8][CH3:9])=[CH:6][C:5]([O:10][CH3:11])=[C:4]([Cl:12])[C:3]=1[C:13]1[C:24](=[O:25])[N:23]([CH2:33][CH2:34][C:35]2[CH:36]=[CH:37][C:38]([NH:41][C:42](=[O:48])[O:43][C:44]([CH3:47])([CH3:46])[CH3:45])=[CH:39][CH:40]=2)[C:16]2[N:17]=[C:18]([S:21][CH3:22])[N:19]=[CH:20][C:15]=2[CH:14]=1. The yield is 0.730. (2) The reactants are [Na].[Cl:2][C:3]1[N:4]=[N:5][C:6](Cl)=[CH:7][CH:8]=1.[CH2:10]([OH:17])[C:11]1[CH:16]=[CH:15][CH:14]=[CH:13][CH:12]=1. No catalyst specified. The product is [CH2:10]([O:17][C:6]1[N:5]=[N:4][C:3]([Cl:2])=[CH:8][CH:7]=1)[C:11]1[CH:16]=[CH:15][CH:14]=[CH:13][CH:12]=1. The yield is 0.900. (3) The reactants are Br[C:2]1[CH:9]=[CH:8][C:5]([C:6]#[N:7])=[CH:4][C:3]=1[O:10][C@H:11]([CH2:13][CH:14]=[CH2:15])[CH3:12].[CH2:16]([O:19][C:20]1([CH3:53])[CH2:25][CH2:24][N:23]([C:26]2[N:31]3[N:32]=[C:33]([C:35]4[CH:40]=[CH:39][CH:38]=[C:37](Br)[CH:36]=4)[CH:34]=[C:30]3[N:29]=[C:28]([CH3:42])[C:27]=2[C@H:43]([O:48][C:49]([CH3:52])([CH3:51])[CH3:50])[C:44]([O:46][CH3:47])=[O:45])[CH2:22][CH2:21]1)[CH:17]=[CH2:18]. The yield is 0.590. The product is [CH2:16]([O:19][C:20]1([CH3:53])[CH2:25][CH2:24][N:23]([C:26]2[N:31]3[N:32]=[C:33]([C:35]4[CH:36]=[C:37]([C:2]5[CH:9]=[CH:8][C:5]([C:6]#[N:7])=[CH:4][C:3]=5[O:10][C@H:11]([CH2:13][CH:14]=[CH2:15])[CH3:12])[CH:38]=[CH:39][CH:40]=4)[CH:34]=[C:30]3[N:29]=[C:28]([CH3:42])[C:27]=2[C@H:43]([O:48][C:49]([CH3:52])([CH3:51])[CH3:50])[C:44]([O:46][CH3:47])=[O:45])[CH2:22][CH2:21]1)[CH:17]=[CH2:18]. The catalyst is C1COCC1.CCOC(C)=O.[Zn]. (4) The reactants are [CH3:1][NH2:2].Cl[CH2:4][C:5]1[N:9]=[C:8]([C:10]2[CH:15]=[CH:14][CH:13]=[C:12]([Cl:16])[CH:11]=2)[O:7][N:6]=1. The catalyst is CCO. The product is [Cl:16][C:12]1[CH:11]=[C:10]([C:8]2[O:7][N:6]=[C:5]([CH2:4][NH:2][CH3:1])[N:9]=2)[CH:15]=[CH:14][CH:13]=1. The yield is 1.00. (5) The reactants are Br[C:2]1[CH:3]=[C:4]([O:15][CH3:16])[CH:5]=[C:6]2[C:11]=1[C:10](=[O:12])[CH2:9][CH2:8][C:7]2([CH3:14])[CH3:13].[CH2:17]([Sn](CCCC)(CCCC)C=C)[CH2:18]CC. The catalyst is CN(C)C=O.O.C1C=CC([P]([Pd]([P](C2C=CC=CC=2)(C2C=CC=CC=2)C2C=CC=CC=2)([P](C2C=CC=CC=2)(C2C=CC=CC=2)C2C=CC=CC=2)[P](C2C=CC=CC=2)(C2C=CC=CC=2)C2C=CC=CC=2)(C2C=CC=CC=2)C2C=CC=CC=2)=CC=1. The product is [CH3:16][O:15][C:4]1[CH:5]=[C:6]2[C:11](=[C:2]([CH:17]=[CH2:18])[CH:3]=1)[C:10](=[O:12])[CH2:9][CH2:8][C:7]2([CH3:14])[CH3:13]. The yield is 0.730. (6) The reactants are [O:1]1[C:5]2[C:6]3[C:7](=[CH:13][CH2:14][NH:15][C:16](=[O:19])[CH2:17][CH3:18])[CH2:8][CH2:9][C:10]=3[CH:11]=[CH:12][C:4]=2[N:3]=[CH:2]1. The catalyst is CO.[C].[Pd]. The product is [O:1]1[C:5]2[C:6]3[CH:7]([CH2:13][CH2:14][NH:15][C:16](=[O:19])[CH2:17][CH3:18])[CH2:8][CH2:9][C:10]=3[CH:11]=[CH:12][C:4]=2[N:3]=[CH:2]1. The yield is 0.880. (7) The reactants are C(OC([NH:8][C@@H:9]1[CH2:14][CH2:13][C@H:12]([N:15]2[C:20](=[O:21])[C:19]3[CH:22]=[C:23]([F:26])[CH:24]=[N:25][C:18]=3[N:17]([C:27]3[CH:28]=[C:29]([CH:33]=[CH:34][CH:35]=3)[C:30]([OH:32])=[O:31])[C:16]2=[O:36])[CH2:11][CH2:10]1)=O)(C)(C)C.Cl. The catalyst is O1CCOCC1. The product is [NH2:8][C@@H:9]1[CH2:14][CH2:13][C@H:12]([N:15]2[C:20](=[O:21])[C:19]3[CH:22]=[C:23]([F:26])[CH:24]=[N:25][C:18]=3[N:17]([C:27]3[CH:28]=[C:29]([CH:33]=[CH:34][CH:35]=3)[C:30]([OH:32])=[O:31])[C:16]2=[O:36])[CH2:11][CH2:10]1. The yield is 0.360. (8) The reactants are [O:1]=[C:2]1[NH:7][CH:6]2[CH:4]([CH2:5]2)[N:3]1[C:8]([O:10][CH2:11][C:12]1[CH:17]=[CH:16][CH:15]=[CH:14][CH:13]=1)=[O:9].[Cl:18][C:19]1[CH:24]=[C:23](I)[CH:22]=[CH:21][N:20]=1.CC1(C)C2C(=C(P(C3C=CC=CC=3)C3C=CC=CC=3)C=CC=2)OC2C(P(C3C=CC=CC=3)C3C=CC=CC=3)=CC=CC1=2.C(=O)([O-])[O-].[Cs+].[Cs+]. The catalyst is C1C=CC(/C=C/C(/C=C/C2C=CC=CC=2)=O)=CC=1.C1C=CC(/C=C/C(/C=C/C2C=CC=CC=2)=O)=CC=1.C1C=CC(/C=C/C(/C=C/C2C=CC=CC=2)=O)=CC=1.[Pd].[Pd].O1CCOCC1. The product is [Cl:18][C:19]1[CH:24]=[C:23]([N:7]2[CH:6]3[CH:4]([CH2:5]3)[N:3]([C:8]([O:10][CH2:11][C:12]3[CH:17]=[CH:16][CH:15]=[CH:14][CH:13]=3)=[O:9])[C:2]2=[O:1])[CH:22]=[CH:21][N:20]=1. The yield is 0.750.